Dataset: Forward reaction prediction with 1.9M reactions from USPTO patents (1976-2016). Task: Predict the product of the given reaction. (1) Given the reactants CC1C=CC(S(O[CH2:12][C@H:13]2[CH2:19][CH2:18][CH2:17][C:16]3[CH:20]=[CH:21][CH:22]=[C:23]([C:24]4[C:29]([Cl:30])=[CH:28][CH:27]=[CH:26][C:25]=4[Cl:31])[C:15]=3[O:14]2)(=O)=O)=CC=1.[N-:32]=[N+:33]=[N-:34].[Na+], predict the reaction product. The product is: [N:32]([CH2:12][C@@H:13]1[O:14][C:15]2[C:23]([C:24]3[C:29]([Cl:30])=[CH:28][CH:27]=[CH:26][C:25]=3[Cl:31])=[CH:22][CH:21]=[CH:20][C:16]=2[CH2:17][CH2:18][CH2:19]1)=[N+:33]=[N-:34]. (2) Given the reactants [Zn](CC)[CH2:2]C.FC(F)(F)C(O)=O.N#N.C(I)I.[CH3:18][C:19]1([CH3:34])[C:23]([CH3:25])([CH3:24])[O:22][B:21]([C:26]2[CH:31]=[CH:30][CH:29]=[C:28]([CH:32]=[CH2:33])[CH:27]=2)[O:20]1, predict the reaction product. The product is: [CH:32]1([C:28]2[CH:27]=[C:26]([B:21]3[O:20][C:19]([CH3:34])([CH3:18])[C:23]([CH3:24])([CH3:25])[O:22]3)[CH:31]=[CH:30][CH:29]=2)[CH2:2][CH2:33]1. (3) The product is: [F:34][C:31]1[CH:30]=[CH:29][C:27]2[NH:28][C:24]([C:8]3[CH:9]=[CH:10][C:11]([O:13][CH2:14][CH2:15][CH2:16][CH:17]4[CH2:22][CH2:21][N:20]([CH3:23])[CH2:19][CH2:18]4)=[CH:12][C:7]=3[CH2:2][OH:1])=[N:25][C:26]=2[C:32]=1[CH3:33]. Given the reactants [O:1]1CCCO[CH:2]1[C:7]1[CH:12]=[C:11]([O:13][CH2:14][CH2:15][CH2:16][CH:17]2[CH2:22][CH2:21][N:20]([CH3:23])[CH2:19][CH2:18]2)[CH:10]=[CH:9][C:8]=1[C:24]1[NH:28][C:27]2[CH:29]=[CH:30][C:31]([F:34])=[C:32]([CH3:33])[C:26]=2[N:25]=1.BrC1C=CC(OCCCC2CCN(C)CC2)=CC=1C1OCCCO1.C([Li])CCC.C([O-])(O)=O.[Na+].O1CCCOC1C1C=C(OCCCC2CCN(C)CC2)C=CC=1C=O.FC1C(C)=C(N)C(N)=CC=1, predict the reaction product.